Dataset: Forward reaction prediction with 1.9M reactions from USPTO patents (1976-2016). Task: Predict the product of the given reaction. Given the reactants [CH3:1][C:2]1[C:3]([C:18]#[N:19])=[C:4]2[NH:17][CH:16]=[CH:15][N:5]2[C:6](=O)[C:7]=1[C:8]1[N:9]=[C:10]([CH3:13])[S:11][CH:12]=1.P(Cl)(Cl)([Cl:22])=O, predict the reaction product. The product is: [Cl:22][C:6]1[N:5]2[CH:15]=[CH:16][N:17]=[C:4]2[C:3]([C:18]#[N:19])=[C:2]([CH3:1])[C:7]=1[C:8]1[N:9]=[C:10]([CH3:13])[S:11][CH:12]=1.